This data is from Reaction yield outcomes from USPTO patents with 853,638 reactions. The task is: Predict the reaction yield, written as a fraction of the theoretical maximum amount of product (1.0 means a 100% yield; for example, 0.34 means a 34% yield). (1) The reactants are Br[C:2]1[CH:23]=[CH:22][C:5]([C:6]([NH:8][S:9]([C:12]2[CH:17]=[CH:16][CH:15]=[CH:14][C:13]=2[S:18](=[O:21])(=[O:20])[NH2:19])(=[O:11])=[O:10])=[O:7])=[CH:4][CH:3]=1.[CH3:24][C:25]([OH:29])([C:27]#[CH:28])[CH3:26].C(N(CC)CC)C. The catalyst is C1COCC1.[Cu]I.C1C=CC([P]([Pd]([P](C2C=CC=CC=2)(C2C=CC=CC=2)C2C=CC=CC=2)([P](C2C=CC=CC=2)(C2C=CC=CC=2)C2C=CC=CC=2)[P](C2C=CC=CC=2)(C2C=CC=CC=2)C2C=CC=CC=2)(C2C=CC=CC=2)C2C=CC=CC=2)=CC=1. The product is [OH:29][C:25]([CH3:26])([CH3:24])[C:27]#[C:28][C:2]1[CH:23]=[CH:22][C:5]([C:6]([NH:8][S:9]([C:12]2[CH:17]=[CH:16][CH:15]=[CH:14][C:13]=2[S:18](=[O:21])(=[O:20])[NH2:19])(=[O:11])=[O:10])=[O:7])=[CH:4][CH:3]=1. The yield is 0.200. (2) The reactants are [O:1]1[CH2:6][CH2:5][N:4]([CH2:7][CH2:8][CH2:9][O:10][C:11]2[CH:12]=[C:13]3[C:18](=[CH:19][C:20]=2[O:21][CH3:22])[N:17]=[C:16]([CH3:23])[NH:15][C:14]3=O)[CH2:3][CH2:2]1.S(Cl)([Cl:27])=O.N. The catalyst is CN(C=O)C. The product is [O:1]1[CH2:6][CH2:5][N:4]([CH2:7][CH2:8][CH2:9][O:10][C:11]2[CH:12]=[C:13]3[C:18](=[CH:19][C:20]=2[O:21][CH3:22])[N:17]=[C:16]([CH3:23])[N:15]=[C:14]3[Cl:27])[CH2:3][CH2:2]1. The yield is 0.790. (3) The reactants are [CH3:1][CH:2]1[CH2:7][CH2:6][CH2:5][CH2:4][CH:3]1[NH:8][C:9]1[C:10]2[N:11]([CH:18]=[CH:19][CH:20]=2)[N:12]=[CH:13][C:14]=1[C:15]([OH:17])=O.[NH2:21][NH:22][C:23]([NH2:25])=[S:24].C1C=CC2N(O)N=NC=2C=1.Cl.CN(C)CCCN=C=NCC. The catalyst is CN(C=O)C.C(Cl)(Cl)Cl.CO. The product is [CH3:1][CH:2]1[CH2:7][CH2:6][CH2:5][CH2:4][CH:3]1[NH:8][C:9]1[C:10]2[N:11]([CH:18]=[CH:19][CH:20]=2)[N:12]=[CH:13][C:14]=1[C:15]([NH:21][NH:22][C:23](=[S:24])[NH2:25])=[O:17]. The yield is 0.390.